Dataset: Reaction yield outcomes from USPTO patents with 853,638 reactions. Task: Predict the reaction yield, written as a fraction of the theoretical maximum amount of product (1.0 means a 100% yield; for example, 0.34 means a 34% yield). The reactants are Cl[Si:2]([CH:9]([CH3:11])[CH3:10])([CH:6]([CH3:8])[CH3:7])[CH:3]([CH3:5])[CH3:4].[CH2:12]([O:19][CH2:20][C@@H:21]([OH:24])[CH2:22][OH:23])[C:13]1[CH:18]=[CH:17][CH:16]=[CH:15][CH:14]=1.N1C=CN=C1. The catalyst is CN(C=O)C. The product is [CH2:12]([O:19][CH2:20][C@@H:21]([OH:24])[CH2:22][O:23][Si:2]([CH:9]([CH3:11])[CH3:10])([CH:6]([CH3:8])[CH3:7])[CH:3]([CH3:5])[CH3:4])[C:13]1[CH:18]=[CH:17][CH:16]=[CH:15][CH:14]=1. The yield is 0.780.